This data is from Peptide-MHC class I binding affinity with 185,985 pairs from IEDB/IMGT. The task is: Regression. Given a peptide amino acid sequence and an MHC pseudo amino acid sequence, predict their binding affinity value. This is MHC class I binding data. The peptide sequence is IGTSMKDVL. The MHC is H-2-Db with pseudo-sequence H-2-Db. The binding affinity (normalized) is 0.101.